The task is: Predict the reactants needed to synthesize the given product.. This data is from Full USPTO retrosynthesis dataset with 1.9M reactions from patents (1976-2016). (1) The reactants are: [O:1]1[C:5]([C:6]2[CH:11]=[CH:10][CH:9]=[CH:8][N:7]=2)=[CH:4][N:3]=[CH:2]1.[Li]CCCC.[C:17](Cl)(=[O:21])[CH2:18][CH2:19][CH3:20]. Given the product [N:7]1[CH:8]=[CH:9][CH:10]=[CH:11][C:6]=1[C:5]1[O:1][C:2]([C:17](=[O:21])[CH2:18][CH2:19][CH3:20])=[N:3][CH:4]=1, predict the reactants needed to synthesize it. (2) Given the product [C:1]([C:5]1[C:6]([OH:17])=[C:7]([C:8]2[NH:23][C:21](=[O:22])[C:20]3[C:19](=[CH:27][CH:26]=[C:25]([S:28]([C:31]([F:34])([F:32])[F:33])(=[O:30])=[O:29])[CH:24]=3)[N:18]=2)[C:10]([CH:14]([CH3:16])[CH3:15])=[C:11]([Br:13])[CH:12]=1)([CH3:4])([CH3:3])[CH3:2], predict the reactants needed to synthesize it. The reactants are: [C:1]([C:5]1[C:6]([OH:17])=[C:7]([C:10]([CH:14]([CH3:16])[CH3:15])=[C:11]([Br:13])[CH:12]=1)[CH:8]=O)([CH3:4])([CH3:3])[CH3:2].[NH2:18][C:19]1[CH:27]=[CH:26][C:25]([S:28]([C:31]([F:34])([F:33])[F:32])(=[O:30])=[O:29])=[CH:24][C:20]=1[C:21]([NH2:23])=[O:22]. (3) Given the product [N:44]1[CH:45]=[CH:46][N:40]2[CH2:39][CH:38]([CH2:37][OH:36])[O:43][CH2:42][C:41]=12, predict the reactants needed to synthesize it. The reactants are: CCCC[N+](CCCC)(CCCC)CCCC.[F-].C([Si]([O:36][CH2:37][CH:38]1[O:43][CH2:42][C:41]2=[N:44][CH:45]=[CH:46][N:40]2[CH2:39]1)(C1C=CC=CC=1)C1C=CC=CC=1)(C)(C)C. (4) Given the product [C:27]([CH2:9][CH2:8][CH:6]1[CH2:5][CH:4]([C:11]([O:13][CH2:14][CH3:15])=[O:12])[CH:3]([CH2:1][CH3:2])[CH2:7]1)#[N:28], predict the reactants needed to synthesize it. The reactants are: [CH2:1]([C@@H:3]1[CH2:7][C@@H:6]([CH2:8][CH2:9]O)[CH2:5][C@@H:4]1[C:11]([O:13][CH2:14][CH3:15])=[O:12])[CH3:2].CS(Cl)(=O)=O.C1CCCCC1.[C-:27]#[N:28].[Na+]. (5) Given the product [F:24][C:13]([F:23])([F:12])[C:14]1[CH:15]=[CH:16][C:17]([C:20]2([CH3:8])[CH2:21][O:22]2)=[CH:18][N:19]=1, predict the reactants needed to synthesize it. The reactants are: CS(C)=O.[H-].[Na+].[I-].[CH3:8][S+](C)C.[F:12][C:13]([F:24])([F:23])[C:14]1[N:19]=[CH:18][C:17]([C:20](=[O:22])[CH3:21])=[CH:16][CH:15]=1. (6) The reactants are: [F:1][C:2]([F:7])([F:6])[C:3]([OH:5])=[O:4].[F:8][C:9]([F:14])([F:13])[C:10]([OH:12])=[O:11].S1C=CN=C1N.[CH3:21][C:22]1[N:23]=[C:24]([NH:27][C:28]2[N:33]=[CH:32][C:31]([S:34]CCC(OC)=O)=[CH:30][C:29]=2[O:41][C:42]2[CH:47]=[CH:46][CH:45]=[CH:44][CH:43]=2)[S:25][CH:26]=1.CC([O-])(C)C.[K+].CS(O[CH:59]([CH:61]1[CH2:66][CH2:65][N:64](C(OC(C)(C)C)=O)[CH2:63][CH2:62]1)[CH3:60])(=O)=O.[NH4+].[Cl-]. Given the product [F:1][C:2]([F:7])([F:6])[C:3]([OH:5])=[O:4].[F:8][C:9]([F:14])([F:13])[C:10]([OH:12])=[O:11].[CH3:21][C:22]1[N:23]=[C:24]([NH:27][C:28]2[C:29]([O:41][C:42]3[CH:47]=[CH:46][CH:45]=[CH:44][CH:43]=3)=[CH:30][C:31]([S:34][CH:59]([CH:61]3[CH2:62][CH2:63][NH:64][CH2:65][CH2:66]3)[CH3:60])=[CH:32][N:33]=2)[S:25][CH:26]=1, predict the reactants needed to synthesize it. (7) The reactants are: [Cl:1][C:2]1[CH:7]=[CH:6][C:5]([NH:8][C:9]([CH:11]2[CH2:16][CH:15]([O:17][CH3:18])[CH2:14][N:13](C(OC(C)(C)C)=O)[CH2:12]2)=[O:10])=[CH:4][CH:3]=1.FC(F)(F)C(O)=O. Given the product [Cl:1][C:2]1[CH:7]=[CH:6][C:5]([NH:8][C:9]([CH:11]2[CH2:16][CH:15]([O:17][CH3:18])[CH2:14][NH:13][CH2:12]2)=[O:10])=[CH:4][CH:3]=1, predict the reactants needed to synthesize it. (8) Given the product [O:24]=[C:19]1[C:20]2[CH:21]=[CH:22][CH:23]=[C:14]3[NH:13][CH:12]([C:25]4[CH:26]=[CH:27][CH:28]=[CH:29][CH:30]=4)[CH:11]([C:7]4[CH:6]=[C:5]([CH:10]=[CH:9][CH:8]=4)[CH:4]=[O:3])[C:16]([C:15]=23)=[N:17][NH:18]1, predict the reactants needed to synthesize it. The reactants are: C([O:3][CH:4](OCC)[C:5]1[CH:6]=[C:7]([CH:11]2[C:16]3=[N:17][NH:18][C:19](=[O:24])[C:20]4[CH:21]=[CH:22][CH:23]=[C:14]([C:15]=43)[NH:13][CH:12]2[C:25]2[CH:30]=[CH:29][CH:28]=[CH:27][CH:26]=2)[CH:8]=[CH:9][CH:10]=1)C.C(=O)([O-])[O-].[K+].[K+]. (9) Given the product [C:1]([O:5][C:6](=[O:18])[NH:7][CH2:8][CH:9]([C:11]1[CH:16]=[CH:15][C:14]([C:20]#[C:19][C:21]2[CH:26]=[CH:25][C:24]([O:27][CH2:28][CH2:29][CH3:30])=[CH:23][CH:22]=2)=[CH:13][CH:12]=1)[CH3:10])([CH3:4])([CH3:3])[CH3:2], predict the reactants needed to synthesize it. The reactants are: [C:1]([O:5][C:6](=[O:18])[NH:7][CH2:8][CH:9]([C:11]1[CH:16]=[CH:15][C:14](I)=[CH:13][CH:12]=1)[CH3:10])([CH3:4])([CH3:3])[CH3:2].[C:19]([C:21]1[CH:26]=[CH:25][C:24]([O:27][CH2:28][CH2:29][CH3:30])=[CH:23][CH:22]=1)#[CH:20].CCN(C(C)C)C(C)C.CCOC(C)=O.